From a dataset of Reaction yield outcomes from USPTO patents with 853,638 reactions. Predict the reaction yield, written as a fraction of the theoretical maximum amount of product (1.0 means a 100% yield; for example, 0.34 means a 34% yield). (1) The reactants are [NH2:1][C@@H:2]1[C:8](=[O:9])[N:7]([CH2:10][CH:11]2[CH2:13][CH2:12]2)[C:6]2[CH:14]=[CH:15][CH:16]=[CH:17][C:5]=2[C:4]2[CH:18]=[CH:19][CH:20]=[CH:21][C:3]1=2.[O:22]=[C:23]([NH:28][CH2:29][C:30]([F:36])([F:35])[C:31]([F:34])([F:33])[F:32])[CH2:24][C:25](O)=[O:26].O.ON1C2C=CC=CC=2N=N1.C(N(C(C)C)CC)(C)C.Cl.CN(C)CCCN=C=NCC. The catalyst is O1CCCC1. The product is [CH:11]1([CH2:10][N:7]2[C:8](=[O:9])[C@@H:2]([NH:1][C:25](=[O:26])[CH2:24][C:23]([NH:28][CH2:29][C:30]([F:36])([F:35])[C:31]([F:32])([F:34])[F:33])=[O:22])[C:3]3[CH:21]=[CH:20][CH:19]=[CH:18][C:4]=3[C:5]3[CH:17]=[CH:16][CH:15]=[CH:14][C:6]2=3)[CH2:13][CH2:12]1. The yield is 0.890. (2) The reactants are [OH:1][C:2]1[CH:18]=[CH:17][C:5]([C:6]2[CH2:7][O:8][C:9]3[C:14]([CH:15]=2)=[CH:13][CH:12]=[C:11](O)[CH:10]=3)=[CH:4][CH:3]=1.[CH2:19]([NH2:22])[CH2:20][CH3:21].[CH2:23]=[O:24].[CH2:25](O)C. No catalyst specified. The product is [CH2:19]([N:22]1[CH2:25][C:12]2[CH:13]=[C:14]3[C:9](=[CH:10][C:11]=2[O:24][CH2:23]1)[O:8][CH2:7][C:6]([C:5]1[CH:17]=[CH:18][C:2]([OH:1])=[CH:3][CH:4]=1)=[CH:15]3)[CH2:20][CH3:21]. The yield is 0.530.